The task is: Predict which catalyst facilitates the given reaction.. This data is from Catalyst prediction with 721,799 reactions and 888 catalyst types from USPTO. (1) Reactant: [NH2:1][CH2:2][C:3]12[CH2:12][CH:7]3[CH2:8][CH:9]([CH2:11][C:5]([C:13]([OH:15])=[O:14])([CH2:6]3)[CH2:4]1)[CH2:10]2.Cl.[CH3:17]O. Product: [NH2:1][CH2:2][C:3]12[CH2:12][CH:7]3[CH2:8][CH:9]([CH2:11][C:5]([C:13]([O:15][CH3:17])=[O:14])([CH2:6]3)[CH2:4]1)[CH2:10]2. The catalyst class is: 12. (2) Reactant: B.[N+:2]([C:5]1[CH:6]=[C:7]([CH:11]=[CH:12][C:13]=1[C:14]([F:17])([F:16])[F:15])[C:8]([NH2:10])=O)([O-:4])=[O:3].CO. Product: [N+:2]([C:5]1[CH:6]=[C:7]([CH:11]=[CH:12][C:13]=1[C:14]([F:15])([F:16])[F:17])[CH2:8][NH2:10])([O-:4])=[O:3]. The catalyst class is: 1. (3) Reactant: COC1C=CC(C[O:8][C:9](=[O:14])[C:10]([CH3:13])([CH3:12])[CH3:11])=CC=1.[C:17]([NH:27][C@@H:28]([C:32]([OH:34])=[O:33])[CH:29]([CH3:31])[CH3:30])([O:19][CH2:20][C:21]1[CH:26]=[CH:25][CH:24]=[CH:23][CH:22]=1)=[O:18].C1CCC(N=C=NC2CCCCC2)CC1. Product: [CH3:11][C:10]([CH3:13])([CH2:12][O:33][C:32](=[O:34])[C@@H:28]([CH:29]([CH3:30])[CH3:31])[NH:27][C:17]([O:19][CH2:20][C:21]1[CH:26]=[CH:25][CH:24]=[CH:23][CH:22]=1)=[O:18])[C:9]([OH:14])=[O:8]. The catalyst class is: 112. (4) Reactant: [C:1]([N:4]1[C:13]2[C:8](=[CH:9][CH:10]=[CH:11][CH:12]=2)[C:7](=[N:14][C:15]2[CH:20]=[CH:19][C:18]([O:21]C(=O)C)=[CH:17][CH:16]=2)[CH2:6][CH:5]1[CH3:25])(=[O:3])[CH3:2].C([BH3-])#N.[Na+].[ClH:30].C([O-])(O)=O.[Na+]. Product: [ClH:30].[C:1]([N:4]1[C:13]2[C:8](=[CH:9][CH:10]=[CH:11][CH:12]=2)[C@H:7]([NH:14][C:15]2[CH:16]=[CH:17][C:18]([OH:21])=[CH:19][CH:20]=2)[CH2:6][C@@H:5]1[CH3:25])(=[O:3])[CH3:2]. The catalyst class is: 5. (5) Reactant: C(NCC)C.[CH3:6][O:7][C:8]1[CH:13]=[CH:12][C:11]([C:14](=[O:88])[NH:15][CH2:16][CH2:17][NH:18][C:19](=[O:87])[C@H:20]([NH:69]C(=O)OCC2C3C=CC=CC=3C3C2=CC=CC=3)[CH2:21][C:22](=[O:68])[N:23]([CH2:46][CH2:47][CH2:48][O:49][CH2:50][CH2:51][CH2:52][CH2:53][CH2:54][CH2:55][CH2:56][CH2:57]/[CH:58]=[CH:59]\[CH2:60][CH2:61][CH2:62][CH2:63][CH2:64][CH2:65][CH2:66][CH3:67])[CH2:24][CH2:25][CH2:26][O:27][CH2:28][CH2:29][CH2:30][CH2:31][CH2:32][CH2:33][CH2:34][CH2:35]/[CH:36]=[CH:37]\[CH2:38][CH2:39][CH2:40][CH2:41][CH2:42][CH2:43][CH2:44][CH3:45])=[CH:10][CH:9]=1. Product: [NH2:69][C@H:20]([CH2:21][C:22]([N:23]([CH2:46][CH2:47][CH2:48][O:49][CH2:50][CH2:51][CH2:52][CH2:53][CH2:54][CH2:55][CH2:56][CH2:57]/[CH:58]=[CH:59]\[CH2:60][CH2:61][CH2:62][CH2:63][CH2:64][CH2:65][CH2:66][CH3:67])[CH2:24][CH2:25][CH2:26][O:27][CH2:28][CH2:29][CH2:30][CH2:31][CH2:32][CH2:33][CH2:34][CH2:35]/[CH:36]=[CH:37]\[CH2:38][CH2:39][CH2:40][CH2:41][CH2:42][CH2:43][CH2:44][CH3:45])=[O:68])[C:19]([NH:18][CH2:17][CH2:16][NH:15][C:14](=[O:88])[C:11]1[CH:12]=[CH:13][C:8]([O:7][CH3:6])=[CH:9][CH:10]=1)=[O:87]. The catalyst class is: 68. (6) Reactant: [H-].[Na+].[C:3]([CH2:5]P(=O)(OCC)OCC)#[N:4].[Cl:14][C:15]1[CH:16]=[C:17]([CH:20]=[C:21]([N+:23]([O-:25])=[O:24])[CH:22]=1)[CH:18]=O. Product: [Cl:14][C:15]1[CH:16]=[C:17]([CH:18]=[CH:5][C:3]#[N:4])[CH:20]=[C:21]([N+:23]([O-:25])=[O:24])[CH:22]=1. The catalyst class is: 1. (7) Reactant: [CH2:1]([O:8][C:9]([NH:11][CH:12]([P:16]([OH:18])[OH:17])[CH:13]([CH3:15])[CH3:14])=[O:10])[C:2]1[CH:7]=[CH:6][CH:5]=[CH:4][CH:3]=1.[CH2:19](Cl)[CH2:20]Cl. Product: [CH2:19]([O:18][P:16]([CH:12]([NH:11][C:9]([O:8][CH2:1][C:2]1[CH:3]=[CH:4][CH:5]=[CH:6][CH:7]=1)=[O:10])[CH:13]([CH3:15])[CH3:14])[OH:17])[CH3:20]. The catalyst class is: 511.